Dataset: NCI-60 drug combinations with 297,098 pairs across 59 cell lines. Task: Regression. Given two drug SMILES strings and cell line genomic features, predict the synergy score measuring deviation from expected non-interaction effect. (1) Drug 1: CC(C)(C#N)C1=CC(=CC(=C1)CN2C=NC=N2)C(C)(C)C#N. Drug 2: B(C(CC(C)C)NC(=O)C(CC1=CC=CC=C1)NC(=O)C2=NC=CN=C2)(O)O. Cell line: HS 578T. Synergy scores: CSS=30.0, Synergy_ZIP=-0.463, Synergy_Bliss=-4.22, Synergy_Loewe=-21.2, Synergy_HSA=-4.93. (2) Drug 1: C1=CC=C(C=C1)NC(=O)CCCCCCC(=O)NO. Drug 2: C(CC(=O)O)C(=O)CN.Cl. Cell line: A498. Synergy scores: CSS=4.17, Synergy_ZIP=-3.84, Synergy_Bliss=-2.88, Synergy_Loewe=-2.84, Synergy_HSA=-2.42. (3) Drug 1: C1=CN(C(=O)N=C1N)C2C(C(C(O2)CO)O)O.Cl. Drug 2: CC(C)(C#N)C1=CC(=CC(=C1)CN2C=NC=N2)C(C)(C)C#N. Cell line: MDA-MB-435. Synergy scores: CSS=13.3, Synergy_ZIP=-3.31, Synergy_Bliss=5.15, Synergy_Loewe=0.0172, Synergy_HSA=2.48. (4) Drug 1: C1=CN(C(=O)N=C1N)C2C(C(C(O2)CO)O)O.Cl. Drug 2: C1C(C(OC1N2C=NC(=NC2=O)N)CO)O. Cell line: 786-0. Synergy scores: CSS=22.2, Synergy_ZIP=-3.94, Synergy_Bliss=-0.354, Synergy_Loewe=-2.63, Synergy_HSA=0.731. (5) Drug 1: C1CCC(CC1)NC(=O)N(CCCl)N=O. Drug 2: C1CC(C1)(C(=O)O)C(=O)O.[NH2-].[NH2-].[Pt+2]. Cell line: U251. Synergy scores: CSS=50.0, Synergy_ZIP=-6.77, Synergy_Bliss=-0.329, Synergy_Loewe=3.14, Synergy_HSA=3.13. (6) Drug 1: COC1=CC(=CC(=C1O)OC)C2C3C(COC3=O)C(C4=CC5=C(C=C24)OCO5)OC6C(C(C7C(O6)COC(O7)C8=CC=CS8)O)O. Drug 2: CC1CCC2CC(C(=CC=CC=CC(CC(C(=O)C(C(C(=CC(C(=O)CC(OC(=O)C3CCCCN3C(=O)C(=O)C1(O2)O)C(C)CC4CCC(C(C4)OC)O)C)C)O)OC)C)C)C)OC. Cell line: CAKI-1. Synergy scores: CSS=56.2, Synergy_ZIP=-14.9, Synergy_Bliss=-7.14, Synergy_Loewe=-0.595, Synergy_HSA=1.03.